This data is from Forward reaction prediction with 1.9M reactions from USPTO patents (1976-2016). The task is: Predict the product of the given reaction. (1) The product is: [CH2:15]([O:17][CH2:18][C:19](=[O:20])[CH:12]([C:9]1[CH:10]=[CH:11][C:6]([CH3:5])=[CH:7][CH:8]=1)[C:13]#[N:14])[CH3:16]. Given the reactants [O-]CC.[Na+].[CH3:5][C:6]1[CH:11]=[CH:10][C:9]([CH2:12][C:13]#[N:14])=[CH:8][CH:7]=1.[CH2:15]([O:17][CH2:18][C:19](OCC)=[O:20])[CH3:16], predict the reaction product. (2) Given the reactants [F:1][C:2]1([F:48])[CH2:7][CH2:6][N:5]([C:8]2[N:13]=[C:12]([C:14]3[C:22]4[C:17](=[CH:18][CH:19]=[C:20]([C:23]5[O:27][C:26]([NH:28]CC6C=CC(OC)=CC=6)=[N:25][N:24]=5)[CH:21]=4)[N:16]([S:38]([C:41]4[CH:47]=[CH:46][C:44]([CH3:45])=[CH:43][CH:42]=4)(=[O:40])=[O:39])[CH:15]=3)[CH:11]=[N:10][CH:9]=2)[CH2:4][CH2:3]1, predict the reaction product. The product is: [F:48][C:2]1([F:1])[CH2:7][CH2:6][N:5]([C:8]2[N:13]=[C:12]([C:14]3[C:22]4[C:17](=[CH:18][CH:19]=[C:20]([C:23]5[O:27][C:26]([NH2:28])=[N:25][N:24]=5)[CH:21]=4)[N:16]([S:38]([C:41]4[CH:47]=[CH:46][C:44]([CH3:45])=[CH:43][CH:42]=4)(=[O:40])=[O:39])[CH:15]=3)[CH:11]=[N:10][CH:9]=2)[CH2:4][CH2:3]1. (3) Given the reactants Br[CH2:2][CH2:3][O:4][C:5]1[CH:6]=[C:7]([C:14]2[C:15](=[O:31])[N:16]([CH3:30])[C:17](=[O:29])[C:18]=2[C:19]2[C:27]3[C:22](=[CH:23][CH:24]=[CH:25][CH:26]=3)[N:21]([CH3:28])[CH:20]=2)[C:8]2[O:12][CH:11]=[CH:10][C:9]=2[CH:13]=1.[CH2:32]([NH:34][CH2:35][CH3:36])[CH3:33], predict the reaction product. The product is: [CH2:32]([N:34]([CH2:35][CH3:36])[CH2:2][CH2:3][O:4][C:5]1[CH:6]=[C:7]([C:14]2[C:15](=[O:31])[N:16]([CH3:30])[C:17](=[O:29])[C:18]=2[C:19]2[C:27]3[C:22](=[CH:23][CH:24]=[CH:25][CH:26]=3)[N:21]([CH3:28])[CH:20]=2)[C:8]2[O:12][CH:11]=[CH:10][C:9]=2[CH:13]=1)[CH3:33]. (4) Given the reactants [NH2:1][C:2]1[CH:3]=[CH:4][CH:5]=[C:6]2[C:11]=1[N:10]=[CH:9][CH:8]=[CH:7]2.C(O[CH:15]=[C:16]([C:22]([O:24][CH2:25][CH3:26])=[O:23])[C:17]([O:19][CH2:20][CH3:21])=[O:18])C, predict the reaction product. The product is: [CH2:20]([O:19][C:17](=[O:18])[C:16](=[CH:15][NH:1][C:2]1[CH:3]=[CH:4][CH:5]=[C:6]2[C:11]=1[N:10]=[CH:9][CH:8]=[CH:7]2)[C:22]([O:24][CH2:25][CH3:26])=[O:23])[CH3:21].